Dataset: Full USPTO retrosynthesis dataset with 1.9M reactions from patents (1976-2016). Task: Predict the reactants needed to synthesize the given product. (1) Given the product [Cl:11][C:9]1[CH:8]=[CH:7][C:3]2[C:4]([OH:5])=[N:6][C:13]([OH:14])=[N:1][C:2]=2[N:10]=1, predict the reactants needed to synthesize it. The reactants are: [NH2:1][C:2]1[N:10]=[C:9]([Cl:11])[CH:8]=[CH:7][C:3]=1[C:4]([NH2:6])=[O:5].C(Cl)(=O)[C:13](Cl)=[O:14]. (2) Given the product [CH:14]([O:13][C:10]([CH3:12])([CH3:11])[CH2:9][NH2:8])([CH3:16])[CH3:15], predict the reactants needed to synthesize it. The reactants are: C([NH:8][CH2:9][C:10]([O:13][CH:14]([CH3:16])[CH3:15])([CH3:12])[CH3:11])C1C=CC=CC=1. (3) Given the product [CH2:1]([C:5]1[C:6]([C:29]2[CH:34]=[CH:33][C:32]([F:35])=[CH:31][CH:30]=2)=[C:7]([O:15][C:16]2[CH:21]=[CH:20][C:19](/[CH:22]=[CH:23]/[C:24]([OH:26])=[O:25])=[CH:18][CH:17]=2)[C:8]2[C:13]([CH:14]=1)=[CH:12][CH:11]=[CH:10][CH:9]=2)[CH2:2][CH2:3][CH3:4], predict the reactants needed to synthesize it. The reactants are: [CH2:1]([C:5]1[C:6]([C:29]2[CH:34]=[CH:33][C:32]([F:35])=[CH:31][CH:30]=2)=[C:7]([O:15][C:16]2[CH:21]=[CH:20][C:19](/[CH:22]=[CH:23]/[C:24]([O:26]CC)=[O:25])=[CH:18][CH:17]=2)[C:8]2[C:13]([CH:14]=1)=[CH:12][CH:11]=[CH:10][CH:9]=2)[CH2:2][CH2:3][CH3:4].[OH-].[Na+]. (4) Given the product [CH:3]1[C:4]2[C:8]3[CH:9]=[CH:10][CH:11]=[CH:12][C:7]=3[O:6][C:5]=2[CH:13]=[CH:14][C:2]=1[O:1][CH2:24][CH2:25][CH2:26][OH:21], predict the reactants needed to synthesize it. The reactants are: [OH:1][C:2]1[CH:14]=[CH:13][C:5]2[O:6][C:7]3[CH:12]=[CH:11][CH:10]=[CH:9][C:8]=3[C:4]=2[CH:3]=1.CC(C)([O-])C.[K+].[O:21]1[CH2:26][CH2:25][CH2:24]S[O+]1(=O)[O-]. (5) Given the product [CH3:1][O:2][C:3]1[CH:15]=[C:14]([O:16][CH3:17])[CH:13]=[CH:12][C:4]=1[CH2:5][N:6]([C:7]1[S:8][CH:9]=[CH:10][N:11]=1)[S:38]([C:35]1[CH:36]=[CH:37][C:32]([C:31]([O:30][CH2:28][CH3:29])=[O:43])=[CH:33][C:34]=1[F:42])(=[O:39])=[O:40], predict the reactants needed to synthesize it. The reactants are: [CH3:1][O:2][C:3]1[CH:15]=[C:14]([O:16][CH3:17])[CH:13]=[CH:12][C:4]=1[CH2:5][NH:6][C:7]1[S:8][CH:9]=[CH:10][N:11]=1.C[Si](C)(C)[N-][Si](C)(C)C.[Li+].[CH2:28]([O:30][C:31](=[O:43])[C:32]1[CH:37]=[CH:36][C:35]([S:38](Cl)(=[O:40])=[O:39])=[C:34]([F:42])[CH:33]=1)[CH3:29]. (6) Given the product [Br:15][C:14]1[C:6]([NH:5][C:2]([NH2:3])=[O:1])=[C:7]([CH:11]=[C:12]([O:18][CH3:19])[C:13]=1[O:16][CH3:17])[C:8]([NH2:10])=[O:9], predict the reactants needed to synthesize it. The reactants are: [O-:1][C:2]#[N:3].[Na+].[NH2:5][C:6]1[C:14]([Br:15])=[C:13]([O:16][CH3:17])[C:12]([O:18][CH3:19])=[CH:11][C:7]=1[C:8]([NH2:10])=[O:9]. (7) Given the product [F:14][C:11]1[CH:10]=[C:9]2[C:8]([C:4]([C:3]([O:2][CH3:1])=[O:18])=[C:5]([CH3:6])[NH:15]2)=[CH:13][CH:12]=1.[C:5]([C:4]1[C:8]2[C:9](=[CH:10][C:11]([F:14])=[CH:12][CH:13]=2)[NH:15][C:3]=1[O:2][CH3:1])(=[O:7])[CH3:6], predict the reactants needed to synthesize it. The reactants are: [CH3:1][O:2][C:3](=[O:18])[C:4]([C:8]1[CH:13]=[CH:12][C:11]([F:14])=[CH:10][C:9]=1[N+:15]([O-])=O)=[C:5]([OH:7])[CH3:6].[C]=O.N1C2C(=CC=CC=2)C=C1.